From a dataset of Reaction yield outcomes from USPTO patents with 853,638 reactions. Predict the reaction yield, written as a fraction of the theoretical maximum amount of product (1.0 means a 100% yield; for example, 0.34 means a 34% yield). (1) The reactants are Cl[C:2]1[N:3]=[C:4]([NH:11][CH:12]2[CH2:14][CH2:13]2)[C:5]2[O:10][CH:9]=[CH:8][C:6]=2[N:7]=1.[NH2:15][C:16]1[CH:24]=[C:23]2[C:19]([C:20]([CH3:27])([CH3:26])[C:21](=[O:25])[NH:22]2)=[CH:18][CH:17]=1.C([O-])([O-])=O.[K+].[K+].CC(C1C=C(C(C)C)C(C2C=CC=CC=2P(C2CCCCC2)C2CCCCC2)=C(C(C)C)C=1)C. The catalyst is C1C=CC(/C=C/C(/C=C/C2C=CC=CC=2)=O)=CC=1.C1C=CC(/C=C/C(/C=C/C2C=CC=CC=2)=O)=CC=1.C1C=CC(/C=C/C(/C=C/C2C=CC=CC=2)=O)=CC=1.[Pd].[Pd]. The product is [CH:12]1([NH:11][C:4]2[C:5]3[O:10][CH:9]=[CH:8][C:6]=3[N:7]=[C:2]([NH:15][C:16]3[CH:24]=[C:23]4[C:19]([C:20]([CH3:27])([CH3:26])[C:21](=[O:25])[NH:22]4)=[CH:18][CH:17]=3)[N:3]=2)[CH2:14][CH2:13]1. The yield is 0.260. (2) The reactants are [CH2:1]([Si:3]([C:8]#[CH:9])([CH2:6][CH3:7])[CH2:4][CH3:5])[CH3:2].C([Li])CCC.[CH3:15][CH2:16][N:17](C(C)C)[CH:18]([CH3:20])[CH3:19].[C:32](O[C:32]([O:34][C:35]([CH3:38])([CH3:37])[CH3:36])=[O:33])([O:34][C:35]([CH3:38])([CH3:37])[CH3:36])=[O:33].C1C[O:42]CC1. The catalyst is CN1C(=O)N(C)CCC1.O. The product is [CH2:8]([Si:3]([CH2:6][CH3:7])([CH2:4][CH3:5])[C:1]#[C:2][CH2:19][C@H:18]1[CH2:20][O:42][CH2:15][CH2:16][N:17]1[C:32]([O:34][C:35]([CH3:36])([CH3:37])[CH3:38])=[O:33])[CH3:9]. The yield is 0.600. (3) The reactants are [Br:1][C:2]1[C:14]([CH:15]2[C@H:20]([O:21][CH2:22][C:23]3[CH:28]=[CH:27][CH:26]=[CH:25][CH:24]=3)[C@@H:19]([O:29][CH2:30][C:31]3[CH:36]=[CH:35][CH:34]=[CH:33][CH:32]=3)[C@H:18]([O:37][CH2:38][C:39]3[CH:44]=[CH:43][CH:42]=[CH:41][CH:40]=3)[C@@H:17]([CH2:45][O:46][CH2:47][C:48]3[CH:53]=[CH:52][CH:51]=[CH:50][CH:49]=3)[O:16]2)=[CH:13][C:12]([CH2:54][C:55]2[CH:60]=[CH:59][C:58]([O:61][CH2:62][CH3:63])=[CH:57][CH:56]=2)=[C:11]([Cl:64])[C:3]=1[O:4][CH2:5][C:6]([O:8]CC)=[O:7].O[Li].O. The catalyst is C1COCC1.CO.O. The product is [Br:1][C:2]1[C:14]([CH:15]2[C@H:20]([O:21][CH2:22][C:23]3[CH:24]=[CH:25][CH:26]=[CH:27][CH:28]=3)[C@@H:19]([O:29][CH2:30][C:31]3[CH:36]=[CH:35][CH:34]=[CH:33][CH:32]=3)[C@H:18]([O:37][CH2:38][C:39]3[CH:44]=[CH:43][CH:42]=[CH:41][CH:40]=3)[C@@H:17]([CH2:45][O:46][CH2:47][C:48]3[CH:49]=[CH:50][CH:51]=[CH:52][CH:53]=3)[O:16]2)=[CH:13][C:12]([CH2:54][C:55]2[CH:60]=[CH:59][C:58]([O:61][CH2:62][CH3:63])=[CH:57][CH:56]=2)=[C:11]([Cl:64])[C:3]=1[O:4][CH2:5][C:6]([OH:8])=[O:7]. The yield is 0.980. (4) The reactants are I[C:2]1[CH:3]=[CH:4][N:5]2[C:10]=1[C:9](=[O:11])[N:8]([C:12]1[CH:17]=[CH:16][CH:15]=[CH:14][CH:13]=1)[C:7]([C@@H:18]([NH:20][C:21](=[O:27])[O:22][C:23]([CH3:26])([CH3:25])[CH3:24])[CH3:19])=[N:6]2.[C:28]1([SH:34])[CH:33]=[CH:32][CH:31]=[CH:30][CH:29]=1.C(=O)([O-])[O-].[K+].[K+]. The catalyst is CN(C)C=O.[Cu]I. The product is [O:11]=[C:9]1[C:10]2=[C:2]([S:34][C:28]3[CH:33]=[CH:32][CH:31]=[CH:30][CH:29]=3)[CH:3]=[CH:4][N:5]2[N:6]=[C:7]([C@@H:18]([NH:20][C:21](=[O:27])[O:22][C:23]([CH3:26])([CH3:25])[CH3:24])[CH3:19])[N:8]1[C:12]1[CH:17]=[CH:16][CH:15]=[CH:14][CH:13]=1. The yield is 0.280. (5) The reactants are [CH3:1][C:2]([C:4]1[CH:9]=[CH:8][C:7](I)=[CH:6][CH:5]=1)=[O:3].C(Cl)Cl.CCN(CC)CC.[BH3:21].[OH:22][C:23]([C:26]([OH:29])([CH3:28])[CH3:27])([CH3:25])[CH3:24]. The catalyst is C1C=CC(P(C2C=CC=CC=2)[C-]2C=CC=C2)=CC=1.C1C=CC(P(C2C=CC=CC=2)[C-]2C=CC=C2)=CC=1.Cl[Pd]Cl.[Fe+2].C(OCC)C. The product is [CH3:24][C:23]1([CH3:25])[C:26]([CH3:28])([CH3:27])[O:29][B:21]([C:7]2[CH:8]=[CH:9][C:4]([C:2](=[O:3])[CH3:1])=[CH:5][CH:6]=2)[O:22]1. The yield is 0.640. (6) The reactants are [Cl:1][C:2]1[CH:7]=[C:6]([Cl:8])[CH:5]=[CH:4][C:3]=1[N:9]1[C:14]2=[N:15][C:16]3[CH:21]=[CH:20][CH:19]=[C:18]([N:22]([CH2:25][CH3:26])[CH2:23][CH3:24])[C:17]=3[N:13]2[CH2:12][CH:11]([OH:27])[CH2:10]1.[CH3:28][S:29](Cl)(=[O:31])=[O:30].[C:33](=O)(O)[O-].[Na+]. The catalyst is N1C=CC=CC=1. The product is [CH3:28][S:29]([O:27][CH:11]1[CH2:12][N:13]2[C:14](=[N:15][C:16]3[CH:21]=[CH:20][CH:19]=[C:18]([N:22]([CH2:23][CH3:24])[CH2:25][CH3:26])[C:17]=32)[N:9]([C:3]2[CH:4]=[CH:5][C:6]([Cl:8])=[CH:7][C:2]=2[Cl:1])[CH2:10][CH2:33]1)(=[O:31])=[O:30]. The yield is 0.990. (7) The reactants are [C:1](Cl)(=O)C.[Cl:5][C:6]1[CH:14]=[C:13]([O:15][CH3:16])[C:12]([N+:17]([O-:19])=[O:18])=[CH:11][C:7]=1[C:8]([OH:10])=[O:9]. The catalyst is CO. The product is [Cl:5][C:6]1[CH:14]=[C:13]([O:15][CH3:16])[C:12]([N+:17]([O-:19])=[O:18])=[CH:11][C:7]=1[C:8]([O:10][CH3:1])=[O:9]. The yield is 0.990.